This data is from Catalyst prediction with 721,799 reactions and 888 catalyst types from USPTO. The task is: Predict which catalyst facilitates the given reaction. (1) Reactant: [I:1][C:2]1[C:10]2[C:5](=[CH:6][CH:7]=[C:8]([C:11](O)=[O:12])[CH:9]=2)[N:4]([S:14]([C:17]2[CH:23]=[CH:22][C:20]([CH3:21])=[CH:19][CH:18]=2)(=[O:16])=[O:15])[CH:3]=1.[C:24]1([C:30]([NH:33][C:34]([NH:36][NH2:37])=S)([CH3:32])[CH3:31])[CH:29]=[CH:28][CH:27]=[CH:26][CH:25]=1.Cl.C(N=C=NCCCN(C)C)C.O. Product: [I:1][C:2]1[C:10]2[C:5](=[CH:6][CH:7]=[C:8]([C:11]3[O:12][C:34]([NH:33][C:30]([C:24]4[CH:29]=[CH:28][CH:27]=[CH:26][CH:25]=4)([CH3:32])[CH3:31])=[N:36][N:37]=3)[CH:9]=2)[N:4]([S:14]([C:17]2[CH:23]=[CH:22][C:20]([CH3:21])=[CH:19][CH:18]=2)(=[O:16])=[O:15])[CH:3]=1. The catalyst class is: 31. (2) Reactant: CC(OI1(OC(C)=O)(OC(C)=O)OC(=O)C2C=CC=CC1=2)=O.[F:23][C:24]1[CH:51]=[CH:50][C:49]([CH2:52][CH2:53][OH:54])=[CH:48][C:25]=1[CH2:26][N:27]1[CH2:47][CH2:46][C:30]2([O:35][CH2:34][CH2:33][N:32]([C:36]([C:38]3[N:39]=[C:40]([CH:43]([CH3:45])[CH3:44])[S:41][CH:42]=3)=[O:37])[CH2:31]2)[CH2:29][CH2:28]1.FC(F)(F)C(O)=O.S([O-])([O-])(=O)=S.[Na+].[Na+].C(=O)(O)[O-].[Na+]. Product: [F:23][C:24]1[CH:51]=[CH:50][C:49]([CH2:52][CH:53]=[O:54])=[CH:48][C:25]=1[CH2:26][N:27]1[CH2:28][CH2:29][C:30]2([O:35][CH2:34][CH2:33][N:32]([C:36]([C:38]3[N:39]=[C:40]([CH:43]([CH3:44])[CH3:45])[S:41][CH:42]=3)=[O:37])[CH2:31]2)[CH2:46][CH2:47]1. The catalyst class is: 124.